This data is from Forward reaction prediction with 1.9M reactions from USPTO patents (1976-2016). The task is: Predict the product of the given reaction. (1) Given the reactants [O:1]1[CH2:6][CH2:5][CH2:4][CH2:3][CH:2]1[O:7][NH:8][C:9]([C:11]1[CH:12]=[C:13]2[C:18](=[CH:19][CH:20]=1)[CH2:17][NH:16][CH2:15][CH2:14]2)=[O:10].[CH3:21][C:22]1[N:23]([CH2:27][CH2:28]C)[CH:24]=[CH:25][N:26]=1.C1C=CC2N([OH:39])N=NC=2C=1.C(Cl)CCl, predict the reaction product. The product is: [CH3:21][C:22]1[N:23]([CH2:27][C:28]([N:16]2[CH2:15][CH2:14][C:13]3[C:18](=[CH:19][CH:20]=[C:11]([C:9]([NH:8][O:7][CH:2]4[CH2:3][CH2:4][CH2:5][CH2:6][O:1]4)=[O:10])[CH:12]=3)[CH2:17]2)=[O:39])[CH:24]=[CH:25][N:26]=1. (2) Given the reactants [CH2:1]([C:8]1[S:12][C:11]([NH:13][C:14]([C:16]2[CH:21]=[CH:20][C:19]([C@H:22]3[CH2:27][CH2:26][C@H:25]([O:28][CH2:29][C:30]([O:32]C(C)(C)C)=[O:31])[CH2:24][CH2:23]3)=[CH:18][CH:17]=2)=[O:15])=[N:10][N:9]=1)[C:2]1[CH:7]=[CH:6][CH:5]=[CH:4][CH:3]=1.FC(F)(F)C(O)=O, predict the reaction product. The product is: [CH2:1]([C:8]1[S:12][C:11]([NH:13][C:14]([C:16]2[CH:17]=[CH:18][C:19]([C@H:22]3[CH2:27][CH2:26][C@H:25]([O:28][CH2:29][C:30]([OH:32])=[O:31])[CH2:24][CH2:23]3)=[CH:20][CH:21]=2)=[O:15])=[N:10][N:9]=1)[C:2]1[CH:7]=[CH:6][CH:5]=[CH:4][CH:3]=1. (3) Given the reactants [C:1]([C:4]1[CH:9]=[C:8](Br)[N:7]=[C:6]2[CH:11]=[C:12]([C:14]3[CH:19]=[CH:18][N:17]=[C:16]([NH:20][C:21](=[O:23])[CH3:22])[CH:15]=3)[NH:13][C:5]=12)(=[O:3])[CH3:2].[H][H], predict the reaction product. The product is: [OH:3][CH:1]([C:4]1[CH:9]=[CH:8][N:7]=[C:6]2[CH:11]=[C:12]([C:14]3[CH:19]=[CH:18][N:17]=[C:16]([NH:20][C:21](=[O:23])[CH3:22])[CH:15]=3)[NH:13][C:5]=12)[CH3:2]. (4) Given the reactants [Br:1][C:2]1[CH:11]=[C:10]2[C:5]([C:6]([NH:12][C:13]3[CH:18]=[CH:17][C:16]([F:19])=[CH:15][C:14]=3[OH:20])=[N:7][CH:8]=[N:9]2)=[C:4]([CH3:21])[CH:3]=1.[CH3:22][O:23][C:24](=[O:36])[C@@H:25](O)[CH2:26][O:27][CH2:28][C:29]1[CH:34]=[CH:33][CH:32]=[CH:31][CH:30]=1, predict the reaction product. The product is: [CH2:28]([O:27][CH2:26][C@@H:25]([O:20][C:14]1[CH:15]=[C:16]([F:19])[CH:17]=[CH:18][C:13]=1[NH:12][C:6]1[C:5]2[C:10](=[CH:11][C:2]([Br:1])=[CH:3][C:4]=2[CH3:21])[N:9]=[CH:8][N:7]=1)[C:24]([O:23][CH3:22])=[O:36])[C:29]1[CH:34]=[CH:33][CH:32]=[CH:31][CH:30]=1. (5) Given the reactants [OH:1][CH:2]1[C:30]2[C:25](=[CH:26][CH:27]=[CH:28][CH:29]=2)[O:24][C:4]2([CH2:9][CH2:8][N:7]([C:10]([C:12]3[CH:17]=[CH:16][C:15]([O:18][CH:19]([CH3:21])[CH3:20])=[C:14]([O:22][CH3:23])[CH:13]=3)=[O:11])[CH2:6][CH2:5]2)[CH:3]1[CH3:31].[CH3:32][CH:33](O)[CH3:34].Cl, predict the reaction product. The product is: [CH:19]([O:18][C:15]1[CH:16]=[CH:17][C:12]([C:10]([N:7]2[CH2:6][CH2:5][C:4]3([CH:3]([CH3:31])[CH:2]([O:1][CH:33]([CH3:34])[CH3:32])[C:30]4[C:25](=[CH:26][CH:27]=[CH:28][CH:29]=4)[O:24]3)[CH2:9][CH2:8]2)=[O:11])=[CH:13][C:14]=1[O:22][CH3:23])([CH3:20])[CH3:21]. (6) Given the reactants N1CCCCC1.C1C2C(COC(=O)[NH:23][C:24]([C:27](=[O:62])[NH:28][C@H:29]3[CH2:34][CH2:33][CH2:32][N:31]([CH2:35][C:36]4[CH:41]=[CH:40][C:39]([C:42](=[O:57])[NH:43][CH2:44][C:45]5[CH:50]=[C:49]([Cl:51])[CH:48]=[CH:47][C:46]=5[S:52]([CH2:55][CH3:56])(=[O:54])=[O:53])=[CH:38][C:37]=4[C:58]([F:61])([F:60])[F:59])[CH2:30]3)([CH3:26])[CH3:25])C3C(=CC=CC=3)C=2C=CC=1, predict the reaction product. The product is: [NH2:23][C:24]([CH3:25])([CH3:26])[C:27]([NH:28][C@H:29]1[CH2:34][CH2:33][CH2:32][N:31]([CH2:35][C:36]2[CH:41]=[CH:40][C:39]([C:42]([NH:43][CH2:44][C:45]3[CH:50]=[C:49]([Cl:51])[CH:48]=[CH:47][C:46]=3[S:52]([CH2:55][CH3:56])(=[O:54])=[O:53])=[O:57])=[CH:38][C:37]=2[C:58]([F:59])([F:60])[F:61])[CH2:30]1)=[O:62].